This data is from Catalyst prediction with 721,799 reactions and 888 catalyst types from USPTO. The task is: Predict which catalyst facilitates the given reaction. (1) Reactant: [Br:1][C:2]1[CH:7]=[CH:6][C:5]([CH:8]([O:12][C:13]2[CH:18]=[CH:17][CH:16]=[CH:15][CH:14]=2)[C:9](O)=[O:10])=[CH:4][CH:3]=1. Product: [Br:1][C:2]1[CH:3]=[CH:4][C:5]([CH:8]([O:12][C:13]2[CH:14]=[CH:15][CH:16]=[CH:17][CH:18]=2)[CH2:9][OH:10])=[CH:6][CH:7]=1. The catalyst class is: 7. (2) Reactant: ClC(Cl)(Cl)S(O[CH2:7][C:8]([F:11])([F:10])[F:9])(=O)=O.[F:14][C:15]1[CH:38]=[CH:37][CH:36]=[C:35]([F:39])[C:16]=1[CH2:17][O:18][C:19]1[C:20]2[N:21]([C:25]([C:29]3[NH:33][N:32]=[C:31]([NH2:34])[N:30]=3)=[C:26]([CH3:28])[N:27]=2)[CH:22]=[CH:23][CH:24]=1.C(=O)([O-])[O-].[Cs+].[Cs+]. Product: [F:39][C:35]1[CH:36]=[CH:37][CH:38]=[C:15]([F:14])[C:16]=1[CH2:17][O:18][C:19]1[C:20]2[N:21]([C:25]([C:29]3[N:30]=[C:31]([NH2:34])[N:32]([CH2:7][C:8]([F:11])([F:10])[F:9])[N:33]=3)=[C:26]([CH3:28])[N:27]=2)[CH:22]=[CH:23][CH:24]=1. The catalyst class is: 3. (3) Reactant: [F:1][C:2]([F:27])([F:26])[C:3]1[CH:11]=C2[C:6]([C:7](=[N:13][N:14]=CC3(C)CC(C)(C(O)=O)CN3)C(=O)N2)=[CH:5][CH:4]=1.Cl.C(N=C=NCCCN(C)C)C.[OH:40][C:41]1C2N=NNC=2[CH:44]=[CH:43][CH:42]=1.C([N:52]([CH2:55][CH3:56])[CH2:53][CH3:54])C.[NH2:57][C:58]1[CH:63]=[CH:62][CH:61]=[CH:60][C:59]=1[NH:64][C:65](=[O:76])[C:66]1[CH:71]=[CH:70][C:69]([NH:72][CH2:73][CH2:74][NH2:75])=[N:68][CH:67]=1.[CH3:77][N:78]([CH:80]=[O:81])C. Product: [NH2:57][C:58]1[CH:63]=[CH:62][CH:61]=[CH:60][C:59]=1[NH:64][C:65](=[O:76])[C:66]1[CH:71]=[CH:70][C:69]([NH:72][CH2:73][CH2:74][NH:75][C:41]([C:42]2[C:43]([CH3:44])=[C:55]([CH:56]=[N:14][N:13]=[C:7]3[C:6]4[C:77](=[CH:11][C:3]([C:2]([F:1])([F:27])[F:26])=[CH:4][CH:5]=4)[NH:78][C:80]3=[O:81])[NH:52][C:53]=2[CH3:54])=[O:40])=[N:68][CH:67]=1. The catalyst class is: 170.